Dataset: Catalyst prediction with 721,799 reactions and 888 catalyst types from USPTO. Task: Predict which catalyst facilitates the given reaction. (1) Reactant: [C:1]([CH2:4][N:5]1[C:13]2[C:8](=[CH:9][C:10]([N+:14]([O-:16])=[O:15])=[CH:11][CH:12]=2)[C:7]([S:17](Cl)(=[O:19])=[O:18])=[CH:6]1)(=[O:3])[NH2:2].[OH-].[NH4+:22]. Product: [N+:14]([C:10]1[CH:9]=[C:8]2[C:13](=[CH:12][CH:11]=1)[N:5]([CH2:4][C:1]([NH2:2])=[O:3])[CH:6]=[C:7]2[S:17](=[O:19])(=[O:18])[NH2:22])([O-:16])=[O:15]. The catalyst class is: 2. (2) Reactant: C([O:9][C@@H:10]1[C@@H:17]2[C@@H:13]([N:14]([CH:18]([CH2:21][OH:22])[CH2:19][OH:20])[O:15][CH2:16]2)[C@H:12]([O:23][CH2:24][C:25]2[CH:30]=[CH:29][CH:28]=[CH:27][CH:26]=2)[C@@H:11]1[O:31][CH2:32][C:33]1[CH:38]=[CH:37][CH:36]=[CH:35][CH:34]=1)(=O)C1C=CC=CC=1.CO[C:41](OC)([CH3:43])[CH3:42].O.C1(C)C=CC(S(O)(=O)=O)=CC=1.C(=O)([O-])O.[Na+].C[O-].[Na+].[Cl-].[NH4+]. Product: [CH2:32]([O:31][C@@H:11]1[C@@H:12]([O:23][CH2:24][C:25]2[CH:30]=[CH:29][CH:28]=[CH:27][CH:26]=2)[C@@H:13]2[N:14]([CH:18]3[CH2:21][O:22][C:41]([CH3:43])([CH3:42])[O:20][CH2:19]3)[O:15][CH2:16][C@@H:17]2[C@H:10]1[OH:9])[C:33]1[CH:38]=[CH:37][CH:36]=[CH:35][CH:34]=1. The catalyst class is: 21.